From a dataset of Experimentally validated miRNA-target interactions with 360,000+ pairs, plus equal number of negative samples. Binary Classification. Given a miRNA mature sequence and a target amino acid sequence, predict their likelihood of interaction. (1) The miRNA is hsa-miR-21-5p with sequence UAGCUUAUCAGACUGAUGUUGA. The protein sequence of the target gene is MPLPGGLWWLLCCRRGFTLLHRDYGDGELSGDGDEDEDEETFELRTPSPAGGGRGPLEVTLTQPVRSGPVSNRLQSWEETWSLIPEKGLPEDDPDIVVKGWLYREPRGGGARPWLPPRRAWFVLTRDSLDQFSSSGKGARRLGSLVLTSLCSVTGPERRRKETGLWSVTVSGRKHSVRLCSPRQAEAERWGVALREVIASKAPLETPTQLLLRDIQESCGDPEAVALIYLRNPILRHTSGALYAPLLPLPYGVSAPGPGYAPLREEAVRLFLALQALEGARRPGPLMQGVLQTCRDLPAL.... Result: 0 (no interaction). (2) The miRNA is hsa-miR-548ba with sequence AAAGGUAACUGUGAUUUUUGCU. The protein sequence of the target gene is MNRKVTAIALAAIIWATAAQGFLMFKQGRCLCIGPGMKAVKMAEIEKASVIYPSNGCDKVEVIVTMKAHKRQRCLDPRSKQARLIMQAIEKKNFLRRQNM. Result: 0 (no interaction). (3) The protein sequence of the target gene is MAREDSVKCLRCLLYALNLLFWLMSISVLAVSAWMRDYLNNVLTLTAETRVEEAVILTYFPVVHPVMIAVCCFLIIVGMLGYCGTVKRNLLLLAWYFGSLLVIFCVELACGVWTYEQELMVPVQWSDMVTLKARMTNYGLPRYRWLTHAWNFFQREFKCCGVVYFTDWLEMTEMDWPPDSCCVREFPGCSKQAHQEDLSDLYQEGCGKKMYSFLRGTKQLQVLRFLGISIGVTQILAMILTITLLWALYYDRREPGTDQMMSLKNDNSQHLSCPSVELLKPSLSRIFEHTSMANSFNTHF.... The miRNA is dme-miR-318-3p with sequence UCACUGGGCUUUGUUUAUCUCA. Result: 0 (no interaction).